Dataset: Reaction yield outcomes from USPTO patents with 853,638 reactions. Task: Predict the reaction yield, written as a fraction of the theoretical maximum amount of product (1.0 means a 100% yield; for example, 0.34 means a 34% yield). (1) The catalyst is C(O)C.[C].[Pd]. The reactants are C([NH:8][C:9]1[C:10]([CH3:29])=[C:11]([CH3:28])[C:12]2[O:16][CH2:15][CH:14]([C:17]3[CH:22]=[CH:21][C:20]([CH:23]([CH3:25])[CH3:24])=[CH:19][CH:18]=3)[C:13]=2[C:26]=1[CH3:27])C1C=CC=CC=1.C([O-])=O.[NH4+]. The yield is 0.740. The product is [CH:23]([C:20]1[CH:21]=[CH:22][C:17]([CH:14]2[C:13]3[C:26]([CH3:27])=[C:9]([NH2:8])[C:10]([CH3:29])=[C:11]([CH3:28])[C:12]=3[O:16][CH2:15]2)=[CH:18][CH:19]=1)([CH3:25])[CH3:24]. (2) The reactants are [Br:1][C:2]1[C:6]2[CH2:7][N:8]([C:11]([O:13][C:14]([CH3:17])([CH3:16])[CH3:15])=[O:12])[CH2:9][CH2:10][C:5]=2[NH:4][N:3]=1.[H-].[Na+].[CH3:20]I. The catalyst is C1COCC1. The product is [Br:1][C:2]1[C:6]2[CH2:7][N:8]([C:11]([O:13][C:14]([CH3:17])([CH3:16])[CH3:15])=[O:12])[CH2:9][CH2:10][C:5]=2[N:4]([CH3:20])[N:3]=1. The yield is 0.480. (3) The reactants are [Cl:1][C:2]1[CH:10]=[C:9]2[C:5](/[C:6](=[CH:20]/[C:21]3[CH:26]=[CH:25][CH:24]=[C:23]([Cl:27])[CH:22]=3)/[C:7](=[O:19])[N:8]2[CH2:11][O:12][CH2:13][CH2:14][Si](C)(C)C)=[CH:4][CH:3]=1.[C:28]([CH:31]=[N:32][C:33]([O:35][Si:36]([CH3:39])([CH3:38])[CH3:37])=[CH2:34])([CH3:30])=[CH2:29]. The catalyst is C1(C)C=CC=CC=1. The product is [Cl:1][C:2]1[CH:10]=[C:9]2[NH:8][C:7](=[O:19])[C:6]3([CH:20]([C:21]4[CH:26]=[CH:25][CH:24]=[C:23]([Cl:27])[CH:22]=4)[CH2:34][C:33](=[O:35])[NH:32][CH:31]3[C:28]([CH3:30])=[CH2:29])[C:5]2=[CH:4][CH:3]=1.[CH3:11][O:12][CH:13]([Si:36]([CH3:37])([CH3:38])[CH3:39])[CH3:14]. The yield is 0.330. (4) The catalyst is C(O)CCC.C([O-])(=O)C.[Cu+2].C([O-])(=O)C.N1C=CC=CC=1. The reactants are ClCCl.[C:4]([C:6]1[CH:7]=[C:8](B(O)O)[CH:9]=[CH:10][C:11]=1F)#[N:5].[CH3:16][N:17]1[CH:21]=[CH:20][N:19]=[C:18]1[SH:22].O.[NH2:24][NH2:25]. The yield is 0.130. The product is [CH3:16][N:17]1[CH:21]=[CH:20][N:19]=[C:18]1[S:22][C:8]1[CH:7]=[C:6]2[C:11](=[CH:10][CH:9]=1)[NH:25][N:24]=[C:4]2[NH2:5]. (5) The catalyst is O1CCCC1. The reactants are C(NCC[C:8]1[CH:13]=[CH:12][C:11]([OH:14])=[CH:10][CH:9]=1)(=O)CC.[C:15]1(P([C:15]2[CH:20]=[CH:19][CH:18]=[CH:17][CH:16]=2)[C:15]2[CH:20]=[CH:19][CH:18]=[CH:17][CH:16]=2)[CH:20]=[CH:19][CH:18]=[CH:17][CH:16]=1.CCOC(/N=N/C(OCC)=O)=O. The product is [C:15]1([O:14][C:11]2[CH:10]=[CH:9][CH:8]=[CH:13][CH:12]=2)[CH:20]=[CH:19][CH:18]=[CH:17][CH:16]=1. The yield is 0.360.